Dataset: Forward reaction prediction with 1.9M reactions from USPTO patents (1976-2016). Task: Predict the product of the given reaction. (1) Given the reactants [CH2:1]([O:3][C:4](=[O:34])[C:5]1[CH:10]=[CH:9][C:8]([N:11]2[C:19]3[C:14](=[CH:15][CH:16]=[C:17]([O:20]CC4C=CC=CC=4)[CH:18]=3)[C:13]([C:28]#[N:29])=[CH:12]2)=[CH:7][C:6]=1[O:30][CH2:31][O:32][CH3:33])[CH3:2].C(OCC)(=O)C, predict the reaction product. The product is: [CH2:1]([O:3][C:4](=[O:34])[C:5]1[CH:10]=[CH:9][C:8]([N:11]2[C:19]3[C:14](=[CH:15][CH:16]=[C:17]([OH:20])[CH:18]=3)[C:13]([C:28]#[N:29])=[CH:12]2)=[CH:7][C:6]=1[O:30][CH2:31][O:32][CH3:33])[CH3:2]. (2) Given the reactants [N+:1]([C:4]1[CH:9]=[CH:8][C:7]([C:10](=[CH2:15])[C:11](OC)=[O:12])=[CH:6][CH:5]=1)([O-:3])=[O:2].CC(C[AlH]CC(C)C)C, predict the reaction product. The product is: [N+:1]([C:4]1[CH:5]=[CH:6][C:7]([C:10](=[CH2:15])[CH2:11][OH:12])=[CH:8][CH:9]=1)([O-:3])=[O:2]. (3) Given the reactants [Br:1][C:2]1[CH:7]=[C:6]([CH:8]([CH3:10])[CH3:9])[CH:5]=[CH:4][C:3]=1[OH:11].Br[CH2:13][CH:14]1[CH2:16][CH2:15]1, predict the reaction product. The product is: [Br:1][C:2]1[CH:7]=[C:6]([CH:8]([CH3:9])[CH3:10])[CH:5]=[CH:4][C:3]=1[O:11][CH2:13][CH:14]1[CH2:16][CH2:15]1. (4) The product is: [C:2]([O-:14])(=[O:13])[CH2:3][C:4]([CH2:9][C:10]([O-:12])=[O:11])([C:6]([O-:8])=[O:7])[OH:5].[CH3:15][NH+:16]([CH3:18])[CH3:17].[CH3:15][NH+:16]([CH3:18])[CH3:17].[CH3:15][NH+:16]([CH3:18])[CH3:17]. Given the reactants O.[C:2]([OH:14])(=[O:13])[CH2:3][C:4]([CH2:9][C:10]([OH:12])=[O:11])([C:6]([OH:8])=[O:7])[OH:5].[CH3:15][N:16]([CH3:18])[CH3:17], predict the reaction product. (5) Given the reactants [C:1]([O:5][C:6]([NH:8][C@@H:9]([C:14](O)=[O:15])[CH2:10][CH2:11][S:12][CH3:13])=[O:7])([CH3:4])([CH3:3])[CH3:2].[H-].COCCO[Al+]OCCOC.[Na+].[H-].[C@H](O)(C([O-])=O)[C@@H](O)C([O-])=O.[Na+].[K+], predict the reaction product. The product is: [OH:15][CH2:14][C@H:9]([NH:8][C:6](=[O:7])[O:5][C:1]([CH3:3])([CH3:2])[CH3:4])[CH2:10][CH2:11][S:12][CH3:13]. (6) Given the reactants [F:1][C:2]1[CH:3]=[C:4]([CH:27]=[C:28]([F:30])[CH:29]=1)[CH2:5][C@H:6]([NH:23][C:24](=[O:26])[CH3:25])[C@H:7]([OH:22])[CH2:8][NH:9][C:10]1([CH3:21])[C:19]2[C:14](=[CH:15][CH:16]=[C:17](I)[CH:18]=2)[O:13][CH2:12][CH2:11]1.[Cl-].[CH2:32]([Zn+])[C:33]([CH3:36])([CH3:35])[CH3:34], predict the reaction product. The product is: [F:1][C:2]1[CH:3]=[C:4]([CH:27]=[C:28]([F:30])[CH:29]=1)[CH2:5][C@H:6]([NH:23][C:24](=[O:26])[CH3:25])[C@H:7]([OH:22])[CH2:8][NH:9][C:10]1([CH3:21])[C:19]2[C:14](=[CH:15][CH:16]=[C:17]([CH2:32][C:33]([CH3:36])([CH3:35])[CH3:34])[CH:18]=2)[O:13][CH2:12][CH2:11]1. (7) Given the reactants [CH:1]([O:3][CH2:4][CH2:5][CH2:6][N:7]1[C:12](=[O:13])[C:11]2[C:14]([CH2:25][CH2:26][CH:27]([CH3:29])[CH3:28])=[C:15]([C:18]3[CH:23]=[CH:22][CH:21]=[C:20](Cl)[CH:19]=3)[N:16]=[CH:17][C:10]=2[N:9]([CH3:30])[C:8]1=[O:31])=[O:2].C(OCCCN1C(=O)C2C(CCC(C)C)=C(C3C=CC=C([Cl:55])C=3)NCC=2N(C)C1=O)=O, predict the reaction product. The product is: [CH:1]([O:3][CH2:4][CH2:5][CH2:6][N:7]1[C:12](=[O:13])[C:11]2[C:14]([CH2:25][CH2:26][CH:27]([CH3:28])[CH3:29])=[C:15]([C:18]3[CH:23]=[CH:22][C:21]([Cl:55])=[CH:20][CH:19]=3)[N:16]=[CH:17][C:10]=2[N:9]([CH3:30])[C:8]1=[O:31])=[O:2]. (8) Given the reactants Br[C:2]1[CH:15]=[CH:14][C:13]2[O:12][C:11]3[C:6](=[CH:7][C:8]([O:16][CH3:17])=[CH:9][CH:10]=3)[C:5]3([CH2:21][O:20][C:19]([NH2:22])=[N:18]3)[C:4]=2[CH:3]=1.[Cl:23][C:24]1[CH:25]=[CH:26][C:27]([C:30]([NH2:32])=[O:31])=[N:28][CH:29]=1.C(=O)([O-])[O-].[Cs+].[Cs+].CNCCNC.[Cl-].[NH4+], predict the reaction product. The product is: [NH2:22][C:19]1[O:20][CH2:21][C@@:5]2([N:18]=1)[C:4]1[CH:3]=[C:2]([NH:32][C:30]([C:27]3[CH:26]=[CH:25][C:24]([Cl:23])=[CH:29][N:28]=3)=[O:31])[CH:15]=[CH:14][C:13]=1[O:12][C:11]1[C:6]2=[CH:7][C:8]([O:16][CH3:17])=[CH:9][CH:10]=1. (9) Given the reactants C(Cl)(=O)C(Cl)=O.[NH:7]1[C:15]2[C:10](=[CH:11][CH:12]=[CH:13][CH:14]=2)[C:9]([C:16]([OH:18])=O)=[CH:8]1.[CH3:19][O:20][C:21]1[CH:27]=[C:26]([B:28]2[O:32][C:31]([CH3:34])([CH3:33])[C:30]([CH3:36])([CH3:35])[O:29]2)[CH:25]=[CH:24][C:22]=1[NH2:23].N1C=CC=CC=1, predict the reaction product. The product is: [CH3:19][O:20][C:21]1[CH:27]=[C:26]([B:28]2[O:29][C:30]([CH3:35])([CH3:36])[C:31]([CH3:34])([CH3:33])[O:32]2)[CH:25]=[CH:24][C:22]=1[NH:23][C:16]([C:9]1[C:10]2[C:15](=[CH:14][CH:13]=[CH:12][CH:11]=2)[NH:7][CH:8]=1)=[O:18].